From a dataset of Catalyst prediction with 721,799 reactions and 888 catalyst types from USPTO. Predict which catalyst facilitates the given reaction. Reactant: Cl[C:2]([O:4][CH3:5])=[O:3].[NH2:6][C:7]1[S:8][C:9]2[C:15](=[O:16])[CH2:14][CH2:13][CH2:12][C:10]=2[N:11]=1. Product: [O:16]=[C:15]1[C:9]2[S:8][C:7]([NH:6][C:2](=[O:3])[O:4][CH3:5])=[N:11][C:10]=2[CH2:12][CH2:13][CH2:14]1. The catalyst class is: 300.